From a dataset of Reaction yield outcomes from USPTO patents with 853,638 reactions. Predict the reaction yield, written as a fraction of the theoretical maximum amount of product (1.0 means a 100% yield; for example, 0.34 means a 34% yield). (1) The yield is 0.530. The reactants are [CH3:1][N:2]1[C:6]2=[N:7][CH:8]=[CH:9][CH:10]=[C:5]2[CH:4]=[CH:3]1.[C:11]1(I)[CH:16]=[CH:15][CH:14]=[CH:13][CH:12]=1.C([O-])(=O)C.[Cs+]. The catalyst is CC(N(C)C)=O.C([O-])(=O)C.[Pd+2].C([O-])(=O)C.C1(P(C2C=CC=CC=2)C2C=CC=CC=2)C=CC=CC=1. The product is [CH3:1][N:2]1[C:6]2=[N:7][CH:8]=[CH:9][CH:10]=[C:5]2[CH:4]=[C:3]1[C:11]1[CH:16]=[CH:15][CH:14]=[CH:13][CH:12]=1. (2) The catalyst is C(Cl)(Cl)Cl.[O-2].[O-2].[Mn+4]. The reactants are [F:1][C:2]1[CH:7]=[CH:6][C:5]([C:8]2[C:20]([CH:21]([OH:24])[C:22]#[CH:23])=[C:11]3[CH:12]=[CH:13][C:14]([C:16]([F:19])([F:18])[F:17])=[CH:15][N:10]3[N:9]=2)=[CH:4][CH:3]=1. The yield is 0.690. The product is [F:1][C:2]1[CH:3]=[CH:4][C:5]([C:8]2[C:20]([C:21](=[O:24])[C:22]#[CH:23])=[C:11]3[CH:12]=[CH:13][C:14]([C:16]([F:19])([F:18])[F:17])=[CH:15][N:10]3[N:9]=2)=[CH:6][CH:7]=1.